Predict the reactants needed to synthesize the given product. From a dataset of Full USPTO retrosynthesis dataset with 1.9M reactions from patents (1976-2016). (1) Given the product [CH3:1][N:2]1[CH2:15][CH2:14][C:5]2[N:6]([CH2:27][CH2:26][C:23]3[CH:22]=[N:21][C:20]([C:19]([F:29])([F:18])[F:28])=[CH:25][CH:24]=3)[C:7]3[CH:8]=[CH:9][C:10]([CH3:13])=[CH:11][C:12]=3[C:4]=2[C:3]21[CH2:17][CH2:16]2, predict the reactants needed to synthesize it. The reactants are: [CH3:1][N:2]1[CH2:15][CH2:14][C:5]2[NH:6][C:7]3[CH:8]=[CH:9][C:10]([CH3:13])=[CH:11][C:12]=3[C:4]=2[C:3]21[CH2:17][CH2:16]2.[F:18][C:19]([F:29])([F:28])[C:20]1[CH:25]=[CH:24][C:23]([CH:26]=[CH2:27])=[CH:22][N:21]=1.[OH-].[K+]. (2) Given the product [CH:1]1([CH2:6][CH:7]([C:18]2[NH:31][C:21]3=[N:22][CH:23]=[C:24]([CH2:26][CH2:27][CH2:28][O:29][CH3:30])[CH:25]=[C:20]3[CH:19]=2)[C:8]2[CH:13]=[CH:12][C:11]([S:14]([CH3:17])(=[O:16])=[O:15])=[CH:10][CH:9]=2)[CH2:5][CH2:4][CH2:3][CH2:2]1, predict the reactants needed to synthesize it. The reactants are: [CH:1]1([CH:6]=[C:7]([C:18]2[NH:31][C:21]3=[N:22][CH:23]=[C:24]([C:26]#[C:27][CH2:28][O:29][CH3:30])[CH:25]=[C:20]3[CH:19]=2)[C:8]2[CH:13]=[CH:12][C:11]([S:14]([CH3:17])(=[O:16])=[O:15])=[CH:10][CH:9]=2)[CH2:5][CH2:4][CH2:3][CH2:2]1. (3) The reactants are: [CH2:1]([S:8]([NH:11][C:12]([CH:14]1[CH2:19][CH2:18][N:17]([C:20]2[C:30]([C:31]#[N:32])=[CH:29][C:23]([C:24]([O:26][CH2:27][CH3:28])=[O:25])=[C:22]([CH2:33]Cl)[N:21]=2)[CH2:16][CH2:15]1)=[O:13])(=[O:10])=[O:9])[C:2]1[CH:7]=[CH:6][CH:5]=[CH:4][CH:3]=1.[SH:35][C:36]1[N:37]([CH3:41])[CH:38]=[CH:39][N:40]=1. Given the product [CH2:1]([S:8]([NH:11][C:12]([CH:14]1[CH2:19][CH2:18][N:17]([C:20]2[C:30]([C:31]#[N:32])=[CH:29][C:23]([C:24]([O:26][CH2:27][CH3:28])=[O:25])=[C:22]([CH2:33][S:35][C:36]3[N:37]([CH3:41])[CH:38]=[CH:39][N:40]=3)[N:21]=2)[CH2:16][CH2:15]1)=[O:13])(=[O:10])=[O:9])[C:2]1[CH:7]=[CH:6][CH:5]=[CH:4][CH:3]=1, predict the reactants needed to synthesize it. (4) Given the product [C:1]([N:4]1[C:13]2[C:8](=[CH:9][C:10]([C:14]3[CH:19]=[CH:18][C:17]([CH2:20][NH:30][CH:31]4[CH2:32][CH2:33][N:34]([C:37]([O:39][C:40]([CH3:43])([CH3:42])[CH3:41])=[O:38])[CH2:35][CH2:36]4)=[CH:16][CH:15]=3)=[CH:11][CH:12]=2)[C@H:7]([NH:22][C:23]([O:24][CH:25]([CH3:27])[CH3:26])=[O:28])[CH2:6][C@@H:5]1[CH3:29])(=[O:3])[CH3:2], predict the reactants needed to synthesize it. The reactants are: [C:1]([N:4]1[C:13]2[C:8](=[CH:9][C:10]([C:14]3[CH:19]=[CH:18][C:17]([CH:20]=O)=[CH:16][CH:15]=3)=[CH:11][CH:12]=2)[C@H:7]([NH:22][C:23](=[O:28])[O:24][CH:25]([CH3:27])[CH3:26])[CH2:6][C@@H:5]1[CH3:29])(=[O:3])[CH3:2].[NH2:30][CH:31]1[CH2:36][CH2:35][N:34]([C:37]([O:39][C:40]([CH3:43])([CH3:42])[CH3:41])=[O:38])[CH2:33][CH2:32]1.C(O[BH-](OC(=O)C)OC(=O)C)(=O)C.[Na+].[NH4+].[Cl-]. (5) Given the product [Br:1][C:2]1[CH:6]=[CH:5][N:4]([NH:7][C:8](=[O:19])[C@@H:9]([NH:11][C:12](=[O:13])[O:14][C:15]([CH3:16])([CH3:17])[CH3:18])[CH3:10])[C:3]=1[C:20](=[O:22])[NH:36][C:34]1[CH:33]=[N:32][N:31]([CH2:30][C:29]2[CH:37]=[CH:38][C:26]([O:25][CH3:24])=[CH:27][CH:28]=2)[CH:35]=1, predict the reactants needed to synthesize it. The reactants are: [Br:1][C:2]1[CH:6]=[CH:5][N:4]([NH:7][C:8](=[O:19])[C@@H:9]([NH:11][C:12]([O:14][C:15]([CH3:18])([CH3:17])[CH3:16])=[O:13])[CH3:10])[C:3]=1[C:20]([O:22]C)=O.[CH3:24][O:25][C:26]1[CH:38]=[CH:37][C:29]([CH2:30][N:31]2[CH:35]=[C:34]([NH2:36])[CH:33]=[N:32]2)=[CH:28][CH:27]=1.